From a dataset of Full USPTO retrosynthesis dataset with 1.9M reactions from patents (1976-2016). Predict the reactants needed to synthesize the given product. (1) Given the product [NH2:15][CH2:16][C:17]1([C:32]([NH:34][C:35]2[CH:40]=[C:39]([C:41]([F:42])([F:43])[F:44])[CH:38]=[CH:37][N:36]=2)=[O:33])[CH2:18][CH2:19][N:20]([C:23]2[C:24]3[CH:31]=[CH:30][NH:29][C:25]=3[N:26]=[CH:27][N:28]=2)[CH2:21][CH2:22]1, predict the reactants needed to synthesize it. The reactants are: Cl.C1(C(=[N:15][CH2:16][C:17]2([C:32]([NH:34][C:35]3[CH:40]=[C:39]([C:41]([F:44])([F:43])[F:42])[CH:38]=[CH:37][N:36]=3)=[O:33])[CH2:22][CH2:21][N:20]([C:23]3[C:24]4[CH:31]=[CH:30][NH:29][C:25]=4[N:26]=[CH:27][N:28]=3)[CH2:19][CH2:18]2)C2C=CC=CC=2)C=CC=CC=1. (2) Given the product [CH2:50]([C@@H:57]1[CH2:61][O:60][C:59](=[O:62])[N:58]1[C:63](=[O:73])[C@H:64]([CH2:68][S:69]([N:47]1[CH2:46][CH2:45][N:44]([C:41]2[CH:40]=[CH:39][C:38]([C:35]3[CH:34]=[CH:33][C:32]([Cl:31])=[CH:37][CH:36]=3)=[CH:43][N:42]=2)[CH2:49][CH2:48]1)(=[O:71])=[O:70])[CH:65]([CH3:67])[CH3:66])[C:51]1[CH:56]=[CH:55][CH:54]=[CH:53][CH:52]=1, predict the reactants needed to synthesize it. The reactants are: C(OC(=O)C(CS(N1CCN(C2C=CC(Br)=CC=2)CC1)(=O)=O)C(C)C)(C)(C)C.Cl.Cl.[Cl:31][C:32]1[CH:37]=[CH:36][C:35]([C:38]2[CH:39]=[CH:40][C:41]([N:44]3[CH2:49][CH2:48][NH:47][CH2:46][CH2:45]3)=[N:42][CH:43]=2)=[CH:34][CH:33]=1.[CH2:50]([C@@H:57]1[CH2:61][O:60][C:59](=[O:62])[N:58]1[C:63](=[O:73])[C@H:64]([CH2:68][S:69](Cl)(=[O:71])=[O:70])[CH:65]([CH3:67])[CH3:66])[C:51]1[CH:56]=[CH:55][CH:54]=[CH:53][CH:52]=1. (3) The reactants are: C(O[CH:4](OCC)[CH2:5][S:6][C:7]1[CH:12]=[CH:11][C:10]([F:13])=[CH:9][CH:8]=1)C. Given the product [F:13][C:10]1[CH:9]=[CH:8][C:7]2[S:6][CH:5]=[CH:4][C:12]=2[CH:11]=1, predict the reactants needed to synthesize it.